Task: Predict the reactants needed to synthesize the given product.. Dataset: Full USPTO retrosynthesis dataset with 1.9M reactions from patents (1976-2016) (1) Given the product [CH:38]([N:23]([CH3:24])[C@@H:20]1[CH2:21][CH2:22][C@H:17]([N:14]2[CH2:15][CH2:16][C@H:12]([NH:11][C:9](=[O:10])[O:8][CH2:1][C:2]3[CH:7]=[CH:6][CH:5]=[CH:4][CH:3]=3)[C:13]2=[O:36])[C@H:18]([CH2:31][S:32]([CH3:35])(=[O:34])=[O:33])[CH2:19]1)([CH3:39])[CH3:44], predict the reactants needed to synthesize it. The reactants are: [CH2:1]([O:8][C:9]([NH:11][C@H:12]1[CH2:16][CH2:15][N:14]([C@H:17]2[CH2:22][CH2:21][C@@H:20]([NH:23][C:24](=O)OC(C)(C)C)[CH2:19][C@H:18]2[CH2:31][S:32]([CH3:35])(=[O:34])=[O:33])[C:13]1=[O:36])=[O:10])[C:2]1[CH:7]=[CH:6][CH:5]=[CH:4][CH:3]=1.F[C:38](F)(F)[C:39](O)=O.[CH2:44](Cl)Cl. (2) Given the product [F:1][C:2]1[CH:19]=[C:18]([I:20])[CH:17]=[CH:16][C:3]=1[NH:4][C:5]1[C:6]([C:13]([NH:33][C:34]([CH2:39][OH:40])([CH2:37][OH:38])[CH2:35][OH:36])=[O:15])=[CH:7][N:8]([CH3:12])[C:9](=[O:11])[CH:10]=1, predict the reactants needed to synthesize it. The reactants are: [F:1][C:2]1[CH:19]=[C:18]([I:20])[CH:17]=[CH:16][C:3]=1[NH:4][C:5]1[C:6]([C:13]([OH:15])=O)=[CH:7][N:8]([CH3:12])[C:9](=[O:11])[CH:10]=1.C1N=CN(C(N2C=NC=C2)=O)C=1.[NH2:33][C:34]([CH2:39][OH:40])([CH2:37][OH:38])[CH2:35][OH:36].CCCCCC. (3) Given the product [N+:1]([CH2:4][CH2:5][C:6]1[NH:7][CH:8]=[CH:9][C:10]=1[C:11]1[CH:16]=[CH:15][C:14]([I:17])=[CH:13][CH:12]=1)([O-:3])=[O:2], predict the reactants needed to synthesize it. The reactants are: [N+:1](/[CH:4]=[CH:5]/[C:6]1[NH:7][CH:8]=[CH:9][C:10]=1[C:11]1[CH:16]=[CH:15][C:14]([I:17])=[CH:13][CH:12]=1)([O-:3])=[O:2].[BH4-].[Na+].C(O)(=O)C.O. (4) Given the product [NH:11]1[C:15]2[CH:16]=[CH:17][CH:18]=[CH:19][C:14]=2[N:13]=[C:12]1[C@H:8]([NH:9][C:10](=[O:20])[NH:23][C@@H:24]1[CH2:25][CH2:26][C@H:27]([C:30]([O:32][CH3:33])=[O:31])[CH2:28][CH2:29]1)[CH2:7][C:6]1[CH:5]=[CH:4][C:3]([O:2][CH3:1])=[CH:22][CH:21]=1, predict the reactants needed to synthesize it. The reactants are: [CH3:1][O:2][C:3]1[CH:22]=[CH:21][C:6]([CH2:7][C@@H:8]2[C:12]3=[N:13][C:14]4[CH:19]=[CH:18][CH:17]=[CH:16][C:15]=4[N:11]3[C:10](=[O:20])[NH:9]2)=[CH:5][CH:4]=1.[NH2:23][C@@H:24]1[CH2:29][CH2:28][C@H:27]([C:30]([O:32][CH3:33])=[O:31])[CH2:26][CH2:25]1.C(O)(C(F)(F)F)=O. (5) Given the product [Br:1][C:2]1[CH:7]=[CH:6][C:5]2[C:8]3[C:13]([Cl:18])=[N:12][CH:11]=[N:10][C:9]=3[S:15][C:4]=2[CH:3]=1, predict the reactants needed to synthesize it. The reactants are: [Br:1][C:2]1[CH:7]=[CH:6][C:5]2[C:8]3[C:13](=O)[NH:12][CH:11]=[N:10][C:9]=3[S:15][C:4]=2[CH:3]=1.O=P(Cl)(Cl)[Cl:18].